This data is from Forward reaction prediction with 1.9M reactions from USPTO patents (1976-2016). The task is: Predict the product of the given reaction. (1) Given the reactants C([O:9][C@H:10]1[C@@H:14]([O:15]C(=O)C2C=CC=CC=2)[C@H:13]([N:24]2[CH:29]=[CH:28][CH:27]=[N:26][C:25]2=[O:30])[O:12][C@@H:11]1[CH2:31][O:32]C(=O)C1C=CC=CC=1)(=O)C1C=CC=CC=1.N, predict the reaction product. The product is: [OH:15][C@@H:14]1[C@H:10]([OH:9])[C@@H:11]([CH2:31][OH:32])[O:12][C@H:13]1[N:24]1[CH:29]=[CH:28][CH:27]=[N:26][C:25]1=[O:30]. (2) Given the reactants [CH:1]1([NH:4][C:5]([C:7]2[C:16](=[O:17])[C:15]3[C:10](=[N:11][CH:12]=[CH:13][CH:14]=3)[N:9]([C:18]3[CH:19]=[C:20]([C:24]4[CH:29]=[CH:28][C:27](C(O)=O)=[CH:26][CH:25]=4)[CH:21]=[CH:22][CH:23]=3)[CH:8]=2)=[O:6])[CH2:3][CH2:2]1.BrC1C=CC([CH2:38][C:39]2([C:43]([O:45][CH2:46][CH3:47])=[O:44])[CH2:42][CH2:41][CH2:40]2)=CC=1.C([O-])([O-])=O.[Na+].[Na+].C1C=CC(P(C2C=CC=CC=2)C2C=CC=CC=2)=CC=1, predict the reaction product. The product is: [CH:1]1([NH:4][C:5]([C:7]2[C:16](=[O:17])[C:15]3[C:10](=[N:11][CH:12]=[CH:13][CH:14]=3)[N:9]([C:18]3[CH:19]=[C:20]([C:24]4[CH:25]=[CH:26][C:27]([CH2:38][C:39]5([C:43]([O:45][CH2:46][CH3:47])=[O:44])[CH2:42][CH2:41][CH2:40]5)=[CH:28][CH:29]=4)[CH:21]=[CH:22][CH:23]=3)[CH:8]=2)=[O:6])[CH2:3][CH2:2]1. (3) Given the reactants CCN(C(C)C)C(C)C.[OH:10][C:11]1[CH:12]=[CH:13][CH:14]=[C:15]2[C:20]=1[O:19][C:18](=[O:21])[C:17]([C:22]([OH:24])=O)=[CH:16]2.CN(C(ON1N=NC2C=CC=NC1=2)=[N+](C)C)C.F[P-](F)(F)(F)(F)F.[C:49]([O:53][C:54]([N:56]1[C:64]2[C:59](=[CH:60][CH:61]=[CH:62][CH:63]=2)[CH:58]=[C:57]1[C:65]1[CH:70]=[CH:69][CH:68]=[C:67]([NH2:71])[CH:66]=1)=[O:55])([CH3:52])([CH3:51])[CH3:50], predict the reaction product. The product is: [C:49]([O:53][C:54]([N:56]1[C:64]2[C:59](=[CH:60][CH:61]=[CH:62][CH:63]=2)[CH:58]=[C:57]1[C:65]1[CH:70]=[CH:69][CH:68]=[C:67]([NH:71][C:22]([C:17]2[C:18](=[O:21])[O:19][C:20]3[C:15]([CH:16]=2)=[CH:14][CH:13]=[CH:12][C:11]=3[OH:10])=[O:24])[CH:66]=1)=[O:55])([CH3:52])([CH3:50])[CH3:51]. (4) Given the reactants [CH3:1][C:2]1[N:6]2[C:7]3[CH:14]=[C:13]([C:15]4[CH:20]=[CH:19][CH:18]=[CH:17][CH:16]=4)[C:12]([C:21]4[CH:26]=[CH:25][C:24]([C:27]5([NH:31]C(=O)OC(C)(C)C)[CH2:30][CH2:29][CH2:28]5)=[CH:23][CH:22]=4)=[N:11][C:8]=3[O:9][CH2:10][C:5]2=[N:4][N:3]=1, predict the reaction product. The product is: [CH3:1][C:2]1[N:6]2[C:7]3[CH:14]=[C:13]([C:15]4[CH:16]=[CH:17][CH:18]=[CH:19][CH:20]=4)[C:12]([C:21]4[CH:22]=[CH:23][C:24]([C:27]5([NH2:31])[CH2:30][CH2:29][CH2:28]5)=[CH:25][CH:26]=4)=[N:11][C:8]=3[O:9][CH2:10][C:5]2=[N:4][N:3]=1. (5) Given the reactants [CH:1]([C:4]1[N:9]=[C:8]([C:10]2[CH:15]=[CH:14][CH:13]=[C:12]([N+:16]([O-:18])=[O:17])[CH:11]=2)[N:7]=[C:6]([OH:19])[CH:5]=1)([CH3:3])[CH3:2].Br[CH2:21][C:22]1[CH:31]=[CH:30][C:25]([C:26]([O:28]C)=[O:27])=[CH:24][CH:23]=1, predict the reaction product. The product is: [CH:1]([C:4]1[N:9]=[C:8]([C:10]2[CH:15]=[CH:14][CH:13]=[C:12]([N+:16]([O-:18])=[O:17])[CH:11]=2)[N:7]=[C:6]([O:19][CH2:21][C:22]2[CH:31]=[CH:30][C:25]([C:26]([OH:28])=[O:27])=[CH:24][CH:23]=2)[CH:5]=1)([CH3:3])[CH3:2].